The task is: Predict the product of the given reaction.. This data is from Forward reaction prediction with 1.9M reactions from USPTO patents (1976-2016). (1) Given the reactants [C:1]([O:5][C:6]([N:8]1[CH2:13][CH2:12][O:11][C:10]2[CH:14]=[CH:15][CH:16]=[N:17][C:9]1=2)=[O:7])([CH3:4])([CH3:3])[CH3:2].[Br:18]Br, predict the reaction product. The product is: [C:1]([O:5][C:6]([N:8]1[CH2:13][CH2:12][O:11][C:10]2[CH:14]=[C:15]([Br:18])[CH:16]=[N:17][C:9]1=2)=[O:7])([CH3:4])([CH3:2])[CH3:3]. (2) Given the reactants C[O:2][C:3](=[O:29])[CH2:4][C:5]1[C:9]2[C:10]([Cl:28])=[CH:11][C:12]([O:15][CH2:16][C:17]3[C:18]([CH3:27])=[N:19][C:20]([C:23]([F:26])([F:25])[F:24])=[CH:21][CH:22]=3)=[C:13]([Cl:14])[C:8]=2[S:7][CH:6]=1.C1COCC1.[OH-].[Na+].Cl, predict the reaction product. The product is: [Cl:28][C:10]1[C:9]2[C:5]([CH2:4][C:3]([OH:29])=[O:2])=[CH:6][S:7][C:8]=2[C:13]([Cl:14])=[C:12]([O:15][CH2:16][C:17]2[C:18]([CH3:27])=[N:19][C:20]([C:23]([F:24])([F:26])[F:25])=[CH:21][CH:22]=2)[CH:11]=1.